The task is: Predict which catalyst facilitates the given reaction.. This data is from Catalyst prediction with 721,799 reactions and 888 catalyst types from USPTO. (1) Reactant: C(OC([N:8]1[CH2:13][CH2:12][N:11]([CH:14]2[CH2:26][CH2:25][C:24]3[C:16](=[CH:17][C:18]4[C:19]([CH:23]=3)=[N:20][O:21][N:22]=4)[CH2:15]2)[CH2:10][CH2:9]1)=O)(C)(C)C.[ClH:27]. The catalyst class is: 12. Product: [ClH:27].[N:11]1([CH:14]2[CH2:26][CH2:25][C:24]3[C:16](=[CH:17][C:18]4[C:19]([CH:23]=3)=[N:20][O:21][N:22]=4)[CH2:15]2)[CH2:10][CH2:9][NH:8][CH2:13][CH2:12]1. (2) Reactant: [NH2:1][C:2]1[S:3][CH:4]=[C:5]([CH2:7][O:8]/[N:9]=[C:10](/[C:13]2[CH:18]=[CH:17][CH:16]=[CH:15][CH:14]=2)\[C:11]#[N:12])[N:6]=1.Cl.[NH2:20][OH:21].C(=O)([O-])[O-].[K+].[K+]. Product: [NH2:1][C:2]1[S:3][CH:4]=[C:5]([CH2:7][O:8]/[N:9]=[C:10](/[C:13]2[CH:18]=[CH:17][CH:16]=[CH:15][CH:14]=2)\[C:11](=[N:20]\[OH:21])\[NH2:12])[N:6]=1. The catalyst class is: 378. (3) Reactant: [C:1]([O:5][C:6]([N:8]1[CH2:12][CH2:11][CH2:10][C@@H:9]1[C@@H:13]([OH:37])[C@H:14]([N:22](CC1C=CC=CC=1)CC1C=CC=CC=1)[CH2:15][C:16]1[CH:21]=[CH:20][CH:19]=[CH:18][CH:17]=1)=[O:7])([CH3:4])([CH3:3])[CH3:2].[H][H]. Product: [C:1]([O:5][C:6]([N:8]1[CH2:12][CH2:11][CH2:10][C@@H:9]1[C@@H:13]([OH:37])[C@H:14]([NH2:22])[CH2:15][C:16]1[CH:17]=[CH:18][CH:19]=[CH:20][CH:21]=1)=[O:7])([CH3:4])([CH3:2])[CH3:3]. The catalyst class is: 105. (4) Reactant: [CH2:1]([N:8]1[CH2:13][CH2:12][C:11](=O)[CH2:10][CH:9]1[CH3:15])[C:2]1[CH:7]=[CH:6][CH:5]=[CH:4][CH:3]=1.[F:16][C:17]1[CH:18]=[C:19]([CH:21]=[CH:22][CH:23]=1)[NH2:20].[Si]([C:28]#[N:29])(C)(C)C.[NH4+].[OH-]. Product: [CH2:1]([N:8]1[CH2:13][CH2:12][C:11]([NH:20][C:19]2[CH:21]=[CH:22][CH:23]=[C:17]([F:16])[CH:18]=2)([C:28]#[N:29])[CH2:10][CH:9]1[CH3:15])[C:2]1[CH:7]=[CH:6][CH:5]=[CH:4][CH:3]=1. The catalyst class is: 52. (5) Reactant: [P:1]([O-:9])([O:6]CC)([O:3][CH2:4][CH3:5])=[O:2].C(N(CC)CC)C.[I-].[Na+].[CH3:19][O:20][C:21](=[O:30])/[CH:22]=[CH:23]/[C:24]([O:26]C(Cl)C)=[O:25]. The catalyst class is: 10. Product: [P:1]([O:3][CH:4]([O:26][C:24](=[O:25])/[CH:23]=[CH:22]/[C:21]([O:20][CH3:19])=[O:30])[CH3:5])([OH:6])([OH:9])=[O:2]. (6) Product: [C:18]([CH:12]([NH:11][CH:1]=[O:2])[C:13]([O:15][CH2:16][CH3:17])=[O:14])#[N:19]. Reactant: [CH:1](O)=[O:2].CC(OC(C)=O)=O.[NH2:11][CH:12]([C:18]#[N:19])[C:13]([O:15][CH2:16][CH3:17])=[O:14]. The catalyst class is: 1. (7) Reactant: CC([O-])(C)C.[K+].[Br:7][C:8]1[CH:13]=[CH:12][C:11]([O:14][CH2:15][CH2:16]Br)=[CH:10][CH:9]=1.O. Product: [Br:7][C:8]1[CH:13]=[CH:12][C:11]([O:14][CH:15]=[CH2:16])=[CH:10][CH:9]=1. The catalyst class is: 1. (8) Reactant: [H-].[Na+].[NH:3]1[CH:7]=[CH:6][N:5]=[CH:4]1.[CH3:8][S:9][C:10]1[CH:15]=[CH:14][C:13]([N:16]2[CH2:20][C@H:19]([CH2:21]OS(C)(=O)=O)[O:18][C:17]2=[O:27])=[CH:12][CH:11]=1. Product: [CH3:8][S:9][C:10]1[CH:11]=[CH:12][C:13]([N:16]2[CH2:20][C@H:19]([CH2:21][N:3]3[CH:7]=[CH:6][N:5]=[CH:4]3)[O:18][C:17]2=[O:27])=[CH:14][CH:15]=1. The catalyst class is: 35. (9) Reactant: [CH3:1][O:2][C:3](=[O:12])[C:4]1[CH:9]=[C:8]([F:10])[CH:7]=[C:6]([NH2:11])[CH:5]=1.[Br:13][C:14]1[CH:15]=[C:16]([CH:19]=[CH:20][CH:21]=1)[CH:17]=O. Product: [CH3:1][O:2][C:3](=[O:12])[C:4]1[CH:9]=[C:8]([F:10])[CH:7]=[C:6]([N:11]=[CH:17][C:16]2[CH:19]=[CH:20][CH:21]=[C:14]([Br:13])[CH:15]=2)[CH:5]=1. The catalyst class is: 626.